This data is from Catalyst prediction with 721,799 reactions and 888 catalyst types from USPTO. The task is: Predict which catalyst facilitates the given reaction. (1) Reactant: [NH2:1][CH2:2][C:3]1[C:4](=[O:19])[N:5]2[CH2:11][C@H:10]([C:12]3[CH:17]=[CH:16][C:15]([Cl:18])=[CH:14][CH:13]=3)[N:9]=[C:6]2[NH:7][N:8]=1.[C:20](O[C:20]([C:22]([F:25])([F:24])[F:23])=[O:21])([C:22]([F:25])([F:24])[F:23])=[O:21]. Product: [Cl:18][C:15]1[CH:16]=[CH:17][C:12]([C@H:10]2[CH2:11][N:5]3[C:6]([NH:7][N:8]=[C:3]([CH2:2][NH:1][C:20](=[O:21])[C:22]([F:25])([F:24])[F:23])[C:4]3=[O:19])=[N:9]2)=[CH:13][CH:14]=1. The catalyst class is: 2. (2) Reactant: [Cl:1][C:2]1[CH:7]=[CH:6][C:5]([CH2:8][C:9]2[C:18]3[C:13](=[CH:14][CH:15]=[CH:16][CH:17]=3)[C:12](=[O:19])[N:11]([CH:20]3[CH2:26][CH2:25][CH2:24][NH:23][CH2:22][CH2:21]3)[N:10]=2)=[CH:4][CH:3]=1.CCN(C(C)C)C(C)C.CS(OC[CH2:42][CH2:43][CH2:44][C:45]1[CH:50]=[CH:49][C:48]([O:51][CH2:52][CH2:53][CH2:54][N:55]2[CH2:61][CH2:60][CH2:59][CH2:58][CH2:57][CH2:56]2)=[CH:47][CH:46]=1)(=O)=O.C(Cl)(=O)C. Product: [Cl:1][C:2]1[CH:7]=[CH:6][C:5]([CH2:8][C:9]2[C:18]3[C:13](=[CH:14][CH:15]=[CH:16][CH:17]=3)[C:12](=[O:19])[N:11]([CH:20]3[CH2:26][CH2:25][CH2:24][N:23]([CH2:42][CH2:43][CH2:44][C:45]4[CH:50]=[CH:49][C:48]([O:51][CH2:52][CH2:53][CH2:54][N:55]5[CH2:61][CH2:60][CH2:59][CH2:58][CH2:57][CH2:56]5)=[CH:47][CH:46]=4)[CH2:22][CH2:21]3)[N:10]=2)=[CH:4][CH:3]=1. The catalyst class is: 2. (3) Reactant: [CH2:1]([O:3][C:4](=[O:19])/[CH:5]=[CH:6]/[C:7]1[C:12]([C:13]([O:15][CH3:16])=[O:14])=[CH:11][N:10]=[C:9]([O:17][CH3:18])[CH:8]=1)[CH3:2]. Product: [CH2:1]([O:3][C:4](=[O:19])[CH2:5][CH2:6][C:7]1[C:12]([C:13]([O:15][CH3:16])=[O:14])=[CH:11][N:10]=[C:9]([O:17][CH3:18])[CH:8]=1)[CH3:2]. The catalyst class is: 19. (4) Reactant: C1(P(C2C=CC=CC=2)C2C=CC=CC=2)C=CC=CC=1.[OH:20][CH2:21][C:22]([CH3:33])([CH3:32])[CH2:23][NH:24][C:25](=[O:31])[O:26][C:27]([CH3:30])([CH3:29])[CH3:28].CCOC(/N=N/C(OCC)=O)=O.[NH2:46][C:47]1[C:48]([C:52]2[N:53]([CH2:63][CH3:64])[C:54]3[C:59](O)=[CH:58][N:57]=[C:56]([Cl:61])[C:55]=3[N:62]=2)=[N:49][O:50][N:51]=1. Product: [NH2:46][C:47]1[C:48]([C:52]2[N:53]([CH2:63][CH3:64])[C:54]3[C:59]([O:20][CH2:21][C:22]([CH3:33])([CH3:32])[CH2:23][NH:24][C:25](=[O:31])[O:26][C:27]([CH3:28])([CH3:30])[CH3:29])=[CH:58][N:57]=[C:56]([Cl:61])[C:55]=3[N:62]=2)=[N:49][O:50][N:51]=1. The catalyst class is: 168. (5) Reactant: [C:1]([C:5]1[CH:10]=[CH:9][C:8]([S:11]([N:14]([C:18]2[CH:22]=[CH:21][S:20][C:19]=2[C:23]([O:25][CH3:26])=[O:24])COC)(=[O:13])=[O:12])=[C:7]([CH2:27][CH2:28][C:29]2[CH:34]=[CH:33][CH:32]=[CH:31][CH:30]=2)[CH:6]=1)([CH3:4])([CH3:3])[CH3:2].Cl. Product: [C:1]([C:5]1[CH:10]=[CH:9][C:8]([S:11]([NH:14][C:18]2[CH:22]=[CH:21][S:20][C:19]=2[C:23]([O:25][CH3:26])=[O:24])(=[O:13])=[O:12])=[C:7]([CH2:27][CH2:28][C:29]2[CH:30]=[CH:31][CH:32]=[CH:33][CH:34]=2)[CH:6]=1)([CH3:4])([CH3:2])[CH3:3]. The catalyst class is: 7. (6) Reactant: [Br:1][C:2]1(CC([O-])=O)[C:11]2[C:6](=[CH:7][CH:8]=[CH:9][CH:10]=2)[C:5]([CH3:12])=[CH:4][CH2:3]1.[Br:17]N1C(=O)CCC1=O.N(C(C)(C)C#N)=NC(C)(C)C#N. Product: [Br:1][C:2]1[C:11]2[C:6](=[CH:7][CH:8]=[CH:9][CH:10]=2)[C:5]([CH2:12][Br:17])=[CH:4][CH:3]=1. The catalyst class is: 53. (7) Reactant: [OH-].[Na+].C([O:5][C:6]([C:8]1[NH:17][C:11]2=[CH:12][N:13]=[C:14]([Br:16])[CH:15]=[C:10]2[CH:9]=1)=[O:7])C. Product: [Br:16][C:14]1[CH:15]=[C:10]2[CH:9]=[C:8]([C:6]([OH:7])=[O:5])[NH:17][C:11]2=[CH:12][N:13]=1. The catalyst class is: 8.